The task is: Predict the product of the given reaction.. This data is from Forward reaction prediction with 1.9M reactions from USPTO patents (1976-2016). (1) Given the reactants [C:1]([C:5]1[O:6][CH:7]=[C:8](/[CH:10]=[CH:11]/[C:12]2[C:13]([O:23]COC)=[N:14][N:15]([C:17]3[CH:22]=[CH:21][CH:20]=[CH:19][CH:18]=3)[CH:16]=2)[N:9]=1)([CH3:4])([CH3:3])[CH3:2].[ClH:27], predict the reaction product. The product is: [ClH:27].[C:1]([C:5]1[O:6][CH:7]=[C:8](/[CH:10]=[CH:11]/[C:12]2[C:13]([OH:23])=[N:14][N:15]([C:17]3[CH:22]=[CH:21][CH:20]=[CH:19][CH:18]=3)[CH:16]=2)[N:9]=1)([CH3:4])([CH3:2])[CH3:3]. (2) Given the reactants [CH2:1]([O:3][C:4](=[O:16])[CH2:5][N:6]1[C:14]2[C:9](=[CH:10][C:11]([OH:15])=[CH:12][CH:13]=2)[CH:8]=[CH:7]1)[CH3:2].[CH3:17][N:18]1[C:22]([CH2:23]O)=[CH:21][C:20]([C:25]2[CH:30]=[CH:29][C:28]([O:31][C:32]([F:35])([F:34])[F:33])=[CH:27][CH:26]=2)=[N:19]1.CN(C)C(N=NC(N(C)C)=O)=O.C(P(CCCC)CCCC)CCC, predict the reaction product. The product is: [CH2:1]([O:3][C:4](=[O:16])[CH2:5][N:6]1[C:14]2[C:9](=[CH:10][C:11]([O:15][CH2:23][C:22]3[N:18]([CH3:17])[N:19]=[C:20]([C:25]4[CH:26]=[CH:27][C:28]([O:31][C:32]([F:34])([F:33])[F:35])=[CH:29][CH:30]=4)[CH:21]=3)=[CH:12][CH:13]=2)[CH:8]=[CH:7]1)[CH3:2]. (3) Given the reactants [CH3:1][C:2]([CH2:8][CH2:9][CH2:10][CH:11]([CH3:23])[CH2:12][CH2:13][CH2:14][CH:15]([CH3:22])[CH2:16][CH2:17][CH2:18][CH:19]([CH3:21])[CH3:20])=[CH:3][C:4]([O:6][CH3:7])=[O:5].[OH:24][CH2:25][C:26](CO)([CH2:29][OH:30])[CH2:27][OH:28].C(=O)([O-])[O-].[K+].[K+].Cl, predict the reaction product. The product is: [CH3:1][C:2]([CH2:8][CH2:9][CH2:10][CH:11]([CH3:23])[CH2:12][CH2:13][CH2:14][CH:15]([CH3:22])[CH2:16][CH2:17][CH2:18][CH:19]([CH3:21])[CH3:20])=[CH:3][C:4]([O:6][CH2:7][C:26]([CH2:29][OH:30])([CH2:27][OH:28])[CH2:25][OH:24])=[O:5]. (4) Given the reactants [CH3:1][O:2][C:3]1[CH:4]=[C:5]2[C:10](=[CH:11][C:12]=1[O:13][CH3:14])[C:9]([CH2:15][CH2:16][CH3:17])=[N:8][C:7]([OH:18])=[CH:6]2.Cl.Cl[CH2:21][C:22]1[CH:23]=[C:24]2[C:29](=[CH:30][CH:31]=1)[N:28]=[C:27]([CH3:32])[CH:26]=[CH:25]2.[Li+].[OH-], predict the reaction product. The product is: [CH3:1][O:2][C:3]1[CH:4]=[C:5]2[C:10](=[CH:11][C:12]=1[O:13][CH3:14])[C:9]([CH2:15][CH2:16][CH3:17])=[N:8][C:7]([OH:18])=[C:6]2[CH2:21][C:22]1[CH:23]=[C:24]2[C:29](=[CH:30][CH:31]=1)[N:28]=[C:27]([CH3:32])[CH:26]=[CH:25]2.